From a dataset of Catalyst prediction with 721,799 reactions and 888 catalyst types from USPTO. Predict which catalyst facilitates the given reaction. (1) Reactant: [CH3:1][C@:2]1([OH:9])[CH2:8][C:6](=[O:7])[O:5][CH2:4][CH2:3]1.[CH2:10]([NH2:17])[CH2:11][CH2:12][CH2:13][CH2:14][CH2:15][NH2:16]. Product: [CH2:10]([NH:17][C:4](=[O:5])[CH2:3][C:2]([OH:9])([CH3:1])[CH2:8][CH2:6][OH:7])[CH2:11][CH2:12][CH2:13][CH2:14][CH2:15][NH:16][C:6](=[O:7])[CH2:8][C:2]([CH3:1])([OH:9])[CH2:3][CH2:4][OH:5]. The catalyst class is: 1. (2) Reactant: C1(S([N:10]2[C:14]3=[N:15][CH:16]=[C:17]([Cl:19])[CH:18]=[C:13]3[C:12]([CH2:20][C:21]3[S:25][C:24]([NH:26][CH2:27][C:28]4[CH:29]=[N:30][C:31]([O:34][CH3:35])=[CH:32][CH:33]=4)=[N:23][C:22]=3[Cl:36])=[CH:11]2)(=O)=O)C=CC=CC=1.CO.[OH-].[K+]. Product: [Cl:36][C:22]1[N:23]=[C:24]([NH:26][CH2:27][C:28]2[CH:29]=[N:30][C:31]([O:34][CH3:35])=[CH:32][CH:33]=2)[S:25][C:21]=1[CH2:20][C:12]1[C:13]2[C:14](=[N:15][CH:16]=[C:17]([Cl:19])[CH:18]=2)[NH:10][CH:11]=1. The catalyst class is: 15. (3) Reactant: [Li]CCCC.N(C(C)C)C(C)C.[Br:13][C:14]1[CH:19]=[CH:18][C:17]([F:20])=[CH:16][N:15]=1.CN(C)[CH:23]=[O:24]. Product: [Br:13][C:14]1[CH:19]=[C:18]([CH:23]=[O:24])[C:17]([F:20])=[CH:16][N:15]=1. The catalyst class is: 7. (4) Reactant: C(O)(C(F)(F)F)=O.[Cl:8][C:9]1[CH:14]=[CH:13][C:12]([CH:15]([NH:22][C:23]([C:25]2([NH:40]C(=O)OC(C)(C)C)[CH2:30][CH2:29][N:28]([C:31]3[C:32]4[CH:39]=[CH:38][NH:37][C:33]=4[N:34]=[CH:35][N:36]=3)[CH2:27][CH2:26]2)=[O:24])[CH2:16][N:17]2[CH:21]=[CH:20][CH:19]=[N:18]2)=[CH:11][CH:10]=1. Product: [NH2:40][C:25]1([C:23]([NH:22][CH:15]([C:12]2[CH:13]=[CH:14][C:9]([Cl:8])=[CH:10][CH:11]=2)[CH2:16][N:17]2[CH:21]=[CH:20][CH:19]=[N:18]2)=[O:24])[CH2:30][CH2:29][N:28]([C:31]2[C:32]3[CH:39]=[CH:38][NH:37][C:33]=3[N:34]=[CH:35][N:36]=2)[CH2:27][CH2:26]1. The catalyst class is: 4. (5) Product: [Ag+:36].[CH2:12]([O:11][P:9]([O:19][C:20]1[CH:21]=[CH:22][C:23]([CH2:26][C:27]([O-:29])=[O:28])=[CH:24][CH:25]=1)([O:8][CH2:1][C:2]1[CH:7]=[CH:6][CH:5]=[CH:4][CH:3]=1)=[O:10])[C:13]1[CH:18]=[CH:17][CH:16]=[CH:15][CH:14]=1. The catalyst class is: 6. Reactant: [CH2:1]([O:8][P:9]([O:19][C:20]1[CH:25]=[CH:24][C:23]([CH2:26][C:27]([OH:29])=[O:28])=[CH:22][CH:21]=1)([O:11][CH2:12][C:13]1[CH:18]=[CH:17][CH:16]=[CH:15][CH:14]=1)=[O:10])[C:2]1[CH:7]=[CH:6][CH:5]=[CH:4][CH:3]=1.[OH-].[Na+].[N+]([O-])([O-])=O.[Ag+:36].